From a dataset of NCI-60 drug combinations with 297,098 pairs across 59 cell lines. Regression. Given two drug SMILES strings and cell line genomic features, predict the synergy score measuring deviation from expected non-interaction effect. (1) Drug 1: CC1C(C(CC(O1)OC2CC(CC3=C2C(=C4C(=C3O)C(=O)C5=C(C4=O)C(=CC=C5)OC)O)(C(=O)C)O)N)O.Cl. Drug 2: C1CC(C1)(C(=O)O)C(=O)O.[NH2-].[NH2-].[Pt+2]. Cell line: TK-10. Synergy scores: CSS=24.4, Synergy_ZIP=-5.92, Synergy_Bliss=1.15, Synergy_Loewe=0.897, Synergy_HSA=1.54. (2) Drug 1: COC1=C(C=C2C(=C1)N=CN=C2NC3=CC(=C(C=C3)F)Cl)OCCCN4CCOCC4. Drug 2: CC(C1=C(C=CC(=C1Cl)F)Cl)OC2=C(N=CC(=C2)C3=CN(N=C3)C4CCNCC4)N. Cell line: HL-60(TB). Synergy scores: CSS=14.0, Synergy_ZIP=-7.23, Synergy_Bliss=-2.18, Synergy_Loewe=-6.52, Synergy_HSA=-6.14. (3) Drug 1: CN(C)C1=NC(=NC(=N1)N(C)C)N(C)C. Drug 2: CCC1=C2CN3C(=CC4=C(C3=O)COC(=O)C4(CC)O)C2=NC5=C1C=C(C=C5)O. Cell line: SR. Synergy scores: CSS=61.5, Synergy_ZIP=-1.29, Synergy_Bliss=-2.24, Synergy_Loewe=-27.7, Synergy_HSA=-0.767.